Dataset: Reaction yield outcomes from USPTO patents with 853,638 reactions. Task: Predict the reaction yield, written as a fraction of the theoretical maximum amount of product (1.0 means a 100% yield; for example, 0.34 means a 34% yield). (1) The product is [C:26]([O:32][CH2:33][C@@H:34]([C:48]([O:50][C:51]([CH3:54])([CH3:53])[CH3:52])=[O:49])[C@@H:35]([C:38]1[CH:39]=[CH:40][C:41]([C:44]([F:47])([F:46])[F:45])=[CH:42][CH:43]=1)[CH2:8][O:7][CH3:9])(=[O:31])[C:27]([CH3:28])([CH3:30])[CH3:29]. The reactants are F[B-](F)(F)F.C[O+:7]([CH3:9])[CH3:8].CN(C1C2C(N(C)C)=CC=CC=2C=CC=1)C.[C:26]([O:32][CH2:33][C@@H:34]([C:48]([O:50][C:51]([CH3:54])([CH3:53])[CH3:52])=[O:49])[C@@H:35]([C:38]1[CH:43]=[CH:42][C:41]([C:44]([F:47])([F:46])[F:45])=[CH:40][CH:39]=1)CO)(=[O:31])[C:27]([CH3:30])([CH3:29])[CH3:28]. The catalyst is C(Cl)Cl. The yield is 0.600. (2) The reactants are Br[C:2]1[N:6]2[C:7]3[N:15]=[C:14]([O:16][CH3:17])[CH:13]=[CH:12][C:8]=3[N:9]=[C:10]([CH3:11])[C:5]2=[C:4]([CH3:18])[N:3]=1.C(O)C.[F:22][C:23]1[CH:24]=[C:25](B(O)O)[CH:26]=[CH:27][CH:28]=1.C(=O)([O-])[O-].[K+].[K+]. The catalyst is C1C=CC([P]([Pd]([P](C2C=CC=CC=2)(C2C=CC=CC=2)C2C=CC=CC=2)([P](C2C=CC=CC=2)(C2C=CC=CC=2)C2C=CC=CC=2)[P](C2C=CC=CC=2)(C2C=CC=CC=2)C2C=CC=CC=2)(C2C=CC=CC=2)C2C=CC=CC=2)=CC=1.C1(C)C=CC=CC=1. The product is [F:22][C:23]1[CH:28]=[C:27]([C:2]2[N:6]3[C:7]4[N:15]=[C:14]([O:16][CH3:17])[CH:13]=[CH:12][C:8]=4[N:9]=[C:10]([CH3:11])[C:5]3=[C:4]([CH3:18])[N:3]=2)[CH:26]=[CH:25][CH:24]=1. The yield is 0.470. (3) The reactants are [O:1]1[C:5]2[CH:6]=[CH:7][C:8]([C:10]3([C:13]([NH:15][C:16]4[CH:17]=[CH:18][C:19]([CH2:33][C:34]#[N:35])=[C:20]([C:22]5[CH:27]=[CH:26][C:25]([C:28]([N:30]([CH3:32])[CH3:31])=[O:29])=[CH:24][CH:23]=5)[CH:21]=4)=[O:14])[CH2:12][CH2:11]3)=[CH:9][C:4]=2[O:3][CH2:2]1.[N-:36]=[N+:37]=[N-:38].[Na+].[Cl-].[NH4+]. The catalyst is CN(C)C=O. The product is [NH:36]1[C:34]([CH2:33][C:19]2[CH:18]=[CH:17][C:16]([NH:15][C:13]([C:10]3([C:8]4[CH:7]=[CH:6][C:5]5[O:1][CH2:2][O:3][C:4]=5[CH:9]=4)[CH2:11][CH2:12]3)=[O:14])=[CH:21][C:20]=2[C:22]2[CH:27]=[CH:26][C:25]([C:28]([N:30]([CH3:32])[CH3:31])=[O:29])=[CH:24][CH:23]=2)=[N:35][N:38]=[N:37]1. The yield is 0.260. (4) The reactants are [CH2:1]([N:8]1[C:12]([C:13]2[O:14]C=CC=2)=[CH:11][C:10]([C:18]([F:21])([F:20])[F:19])=[N:9]1)[C:2]1[CH:7]=[CH:6][CH:5]=[CH:4][CH:3]=1.[Mn]([O-])(=O)(=O)=[O:23].[K+].CC(O)C. The catalyst is CC(C)=O.O. The product is [CH2:1]([N:8]1[C:12]([C:13]([OH:14])=[O:23])=[CH:11][C:10]([C:18]([F:21])([F:20])[F:19])=[N:9]1)[C:2]1[CH:3]=[CH:4][CH:5]=[CH:6][CH:7]=1. The yield is 0.670. (5) The reactants are O[CH:2]=[C:3]1[C:11]2[C:6](=[CH:7][C:8]([C:12]([C:14]3[CH:15]=[C:16]([NH:20][C:21]([C:23]4[CH:24]=[N:25][N:26]([CH3:29])[C:27]=4[Cl:28])=[O:22])[CH:17]=[CH:18][CH:19]=3)=[O:13])=[CH:9][CH:10]=2)[NH:5][C:4]1=[O:30].C1COCC1.[NH2:36][C:37]1[CH:42]=[CH:41][C:40]([CH2:43][CH2:44][C:45]([OH:47])=[O:46])=[CH:39][CH:38]=1. The yield is 0.570. The product is [Cl:28][C:27]1[N:26]([CH3:29])[N:25]=[CH:24][C:23]=1[C:21]([NH:20][C:16]1[CH:15]=[C:14]([CH:19]=[CH:18][CH:17]=1)[C:12]([C:8]1[CH:7]=[C:6]2[C:11]([C:3](=[CH:2][NH:36][C:37]3[CH:38]=[CH:39][C:40]([CH2:43][CH2:44][C:45]([OH:47])=[O:46])=[CH:41][CH:42]=3)[C:4](=[O:30])[NH:5]2)=[CH:10][CH:9]=1)=[O:13])=[O:22]. The catalyst is CCOC(C)=O.CCCCCC. (6) The reactants are COC1C=CC(P2(SP(C3C=CC(OC)=CC=3)(=S)S2)=[S:10])=CC=1.[CH2:23]([O:25][C:26]([C:28]1[C:29](O)=[N:30][C:31]2[C:36]([C:37]=1[CH3:38])=[CH:35][C:34]([F:39])=[C:33]([F:40])[CH:32]=2)=[O:27])[CH3:24].C([O-])([O-])=O.[K+].[K+].I[CH2:49][CH3:50]. The catalyst is O.CCCCCC.N1C=CC=CC=1.C1(C)C=CC=CC=1. The product is [CH2:23]([O:25][C:26]([C:28]1[C:29]([S:10][CH2:49][CH3:50])=[N:30][C:31]2[C:36]([C:37]=1[CH3:38])=[CH:35][C:34]([F:39])=[C:33]([F:40])[CH:32]=2)=[O:27])[CH3:24]. The yield is 0.470.